The task is: Predict the reaction yield, written as a fraction of the theoretical maximum amount of product (1.0 means a 100% yield; for example, 0.34 means a 34% yield).. This data is from Reaction yield outcomes from USPTO patents with 853,638 reactions. (1) The reactants are [BH4-].[Na+].[Cl:3][C:4]1[CH:9]=[CH:8][C:7]([NH:10][C:11]([C:13]2([C:28]#[N:29])[CH2:18][CH2:17][N:16]([C:19]3[C:20]4[CH:27]=[CH:26][NH:25][C:21]=4[N:22]=[CH:23][N:24]=3)[CH2:15][CH2:14]2)=[O:12])=[CH:6][CH:5]=1. The catalyst is CO.Cl. The product is [Cl:3][C:4]1[CH:9]=[CH:8][C:7]([NH:10][C:11]([C:13]2([CH2:28][NH2:29])[CH2:18][CH2:17][N:16]([C:19]3[C:20]4[CH:27]=[CH:26][NH:25][C:21]=4[N:22]=[CH:23][N:24]=3)[CH2:15][CH2:14]2)=[O:12])=[CH:6][CH:5]=1. The yield is 0.280. (2) The reactants are [CH2:1]([N:8]1[CH2:25][CH:24]([CH:26]=[CH2:27])[O:23][C:10]2([CH2:15][CH2:14][N:13](C(OC(C)(C)C)=O)[CH2:12][CH2:11]2)[CH2:9]1)[C:2]1[CH:7]=[CH:6][CH:5]=[CH:4][CH:3]=1.Cl.[CH:29]([O:32][C:33]1[CH:41]=[CH:40][C:36]([C:37]([OH:39])=O)=[CH:35][C:34]=1[CH3:42])([CH3:31])[CH3:30].F[P-](F)(F)(F)(F)F.C[NH2+]C.C(N(CC)CC)C. The yield is 0.990. The catalyst is C(O)C.CN(C=O)C. The product is [CH2:1]([N:8]1[CH2:25][CH:24]([CH:26]=[CH2:27])[O:23][C:10]2([CH2:11][CH2:12][N:13]([C:37]([C:36]3[CH:40]=[CH:41][C:33]([O:32][CH:29]([CH3:30])[CH3:31])=[C:34]([CH3:42])[CH:35]=3)=[O:39])[CH2:14][CH2:15]2)[CH2:9]1)[C:2]1[CH:3]=[CH:4][CH:5]=[CH:6][CH:7]=1. (3) The reactants are [CH3:1][NH:2][CH:3]1[CH2:8][CH2:7][CH2:6][CH2:5][CH:4]1[OH:9].[C:18](O[C:18]([O:20][C:21]([CH3:24])([CH3:23])[CH3:22])=[O:19])([O:20][C:21]([CH3:24])([CH3:23])[CH3:22])=[O:19].C([O-])([O-])=O.[K+].[K+]. The catalyst is C(Cl)Cl.O. The product is [C:21]([O:20][C:18](=[O:19])[N:2]([CH:3]1[CH2:8][CH2:7][CH2:6][CH2:5][CH:4]1[OH:9])[CH3:1])([CH3:22])([CH3:23])[CH3:24]. The yield is 0.920. (4) The reactants are [F:1][C:2]([F:13])([F:12])[C:3]1[CH:8]=[CH:7][C:6]([N:9]=[C:10]=S)=[CH:5][CH:4]=1.[CH3:14][NH:15][C:16]1[CH:30]=[CH:29][C:19]([O:20][C:21]2[CH:26]=[CH:25][N:24]=[C:23]([C:27]#[N:28])[CH:22]=2)=[CH:18][C:17]=1[NH2:31].CCN(C(C)C)C(C)C.[Cl-].ClC1N(C)CC[NH+]1C. The catalyst is CC#N.O. The product is [CH3:14][N:15]1[C:16]2[CH:30]=[CH:29][C:19]([O:20][C:21]3[CH:26]=[CH:25][N:24]=[C:23]([C:27]#[N:28])[CH:22]=3)=[CH:18][C:17]=2[N:31]=[C:10]1[NH:9][C:6]1[CH:7]=[CH:8][C:3]([C:2]([F:13])([F:12])[F:1])=[CH:4][CH:5]=1. The yield is 0.780. (5) The reactants are [F:1][C:2]1[CH:7]=[CH:6][C:5]([C:8]([C:10]([C:12]2[CH:17]=[CH:16][C:15]([F:18])=[CH:14][CH:13]=2)=O)=O)=[CH:4][CH:3]=1.[C:19]1([NH2:26])[CH:24]=[CH:23][CH:22]=[CH:21][C:20]=1[NH2:25]. The catalyst is C(Cl)(Cl)Cl. The product is [F:1][C:2]1[CH:7]=[CH:6][C:5]([C:8]2[C:10]([C:12]3[CH:17]=[CH:16][C:15]([F:18])=[CH:14][CH:13]=3)=[N:26][C:19]3[C:20](=[CH:21][CH:22]=[CH:23][CH:24]=3)[N:25]=2)=[CH:4][CH:3]=1. The yield is 0.990. (6) The reactants are [Cl:1][C:2]1[CH:3]=[C:4]([C:10]([CH3:14])=[CH:11][C:12]=1Cl)[C:5]([O:7][CH2:8][CH3:9])=[O:6].[SH-:15].[Na+].Cl.C(=O)([O-])[O-].[K+].[K+].[CH2:24](Cl)[C:25](=[CH2:27])[CH3:26]. The catalyst is CN(C)C=O.C(OCC)(=O)C. The product is [Cl:1][C:2]1[CH:3]=[C:4]([C:5]([O:7][CH2:8][CH3:9])=[O:6])[C:10]([CH3:14])=[CH:11][C:12]=1[CH2:26][C:25]1([CH3:27])[S:15][CH2:24]1. The yield is 0.800. (7) The reactants are [CH:1]1[CH:6]=C[C:4](P([C:2]2[CH:3]=[CH:4]C=[CH:6][CH:1]=2)[C:2]2[CH:3]=[CH:4]C=[CH:6][CH:1]=2)=[CH:3][CH:2]=1.C(OC(=O)O[CH2:25][C:26]([CH2:28][O:29]C(OCC)=O)=[CH2:27])C.C1(N2CCCC2)CCCC=1.O. The catalyst is CC#N.CCOC(C)=O.CC([O-])=O.CC([O-])=O.[Pd+2]. The product is [CH2:6]=[C:1]1[CH2:25][CH:26]2[C:28](=[O:29])[CH:3]([CH2:4][CH2:27]2)[CH2:2]1. The yield is 0.700. (8) The reactants are [CH3:1][C:2]1[CH:11]=[CH:10][C:9]2[C:4](=[CH:5][CH:6]=[CH:7][C:8]=2[N:12]2[CH2:17][CH2:16][N:15](C(OC(C)(C)C)=O)[CH2:14][CH2:13]2)[N:3]=1.Cl. The catalyst is CC(O)C. The product is [CH3:1][C:2]1[CH:11]=[CH:10][C:9]2[C:4](=[CH:5][CH:6]=[CH:7][C:8]=2[N:12]2[CH2:17][CH2:16][NH:15][CH2:14][CH2:13]2)[N:3]=1. The yield is 0.800. (9) The reactants are [C:1]([O:5][C:6]([N:8]1[C:16]2[C:11](=[CH:12][CH:13]=[C:14]([OH:17])[CH:15]=2)[CH:10]=[C:9]1[C:18]1[C:19]2[S:32][C:31]([CH2:33][OH:34])=[CH:30][C:20]=2[N:21]([C:23]([O:25][C:26]([CH3:29])([CH3:28])[CH3:27])=[O:24])[N:22]=1)=[O:7])([CH3:4])([CH3:3])[CH3:2].C(=O)([O-])[O-].[Cs+].[Cs+].[Br:41][CH2:42][CH2:43][CH2:44]Br. No catalyst specified. The product is [C:1]([O:5][C:6]([N:8]1[C:16]2[C:11](=[CH:12][CH:13]=[C:14]([O:17][CH2:44][CH2:43][CH2:42][Br:41])[CH:15]=2)[CH:10]=[C:9]1[C:18]1[C:19]2[S:32][C:31]([CH2:33][OH:34])=[CH:30][C:20]=2[N:21]([C:23]([O:25][C:26]([CH3:27])([CH3:28])[CH3:29])=[O:24])[N:22]=1)=[O:7])([CH3:2])([CH3:3])[CH3:4]. The yield is 0.550.